Predict the product of the given reaction. From a dataset of Forward reaction prediction with 1.9M reactions from USPTO patents (1976-2016). Given the reactants [CH2:1]([O:3][C:4](=[O:31])[CH2:5][C:6]1[CH:7]=[C:8]([C:14]2[CH:19]=[CH:18][C:17]([C:20]3[N:25]=[CH:24][C:23]([F:26])=[CH:22][N:21]=3)=[CH:16][C:15]=2[CH2:27][NH:28][CH2:29][CH3:30])[C:9]([O:12][CH3:13])=[CH:10][CH:11]=1)[CH3:2].[CH:32]1([C:35](Cl)=[O:36])[CH2:34][CH2:33]1, predict the reaction product. The product is: [CH2:1]([O:3][C:4](=[O:31])[CH2:5][C:6]1[CH:7]=[C:8]([C:14]2[CH:19]=[CH:18][C:17]([C:20]3[N:21]=[CH:22][C:23]([F:26])=[CH:24][N:25]=3)=[CH:16][C:15]=2[CH2:27][N:28]([C:35]([CH:32]2[CH2:34][CH2:33]2)=[O:36])[CH2:29][CH3:30])[C:9]([O:12][CH3:13])=[CH:10][CH:11]=1)[CH3:2].